Dataset: Forward reaction prediction with 1.9M reactions from USPTO patents (1976-2016). Task: Predict the product of the given reaction. (1) Given the reactants [CH2:1]([N:8]1[C:15]2[CH:16]=[C:17]([CH2:20][C:21]3[CH:22]=[C:23]([C:28]4(OC)[C@H:33]([OH:34])[C@@H:32]([OH:35])[C@H:31]([OH:36])[C@@H:30]([CH2:37][OH:38])[O:29]4)[CH:24]=[CH:25][C:26]=3[Cl:27])[CH:18]=[CH:19][C:14]=2[O:13][C:10]2([CH2:12][CH2:11]2)[CH2:9]1)[C:2]1[CH:7]=[CH:6][CH:5]=[CH:4][CH:3]=1.C([SiH](CC)CC)C.B(F)(F)F, predict the reaction product. The product is: [CH2:1]([N:8]1[C:15]2[CH:16]=[C:17]([CH2:20][C:21]3[CH:22]=[C:23]([C@H:28]4[C@H:33]([OH:34])[C@@H:32]([OH:35])[C@H:31]([OH:36])[C@@H:30]([CH2:37][OH:38])[O:29]4)[CH:24]=[CH:25][C:26]=3[Cl:27])[CH:18]=[CH:19][C:14]=2[O:13][C:10]2([CH2:12][CH2:11]2)[CH2:9]1)[C:2]1[CH:3]=[CH:4][CH:5]=[CH:6][CH:7]=1. (2) Given the reactants [NH:1]1[C:7]2[CH:8]=[CH:9][CH:10]=[CH:11][C:6]=2[C:5](=O)[CH2:4][CH2:3][CH2:2]1.Cl.[CH3:14][O:15][NH2:16].C([O-])(=O)C.[Na+].C(=O)([O-])[O-].[Na+].[Na+], predict the reaction product. The product is: [CH3:14][O:15]/[N:16]=[C:9]1/[CH2:8][CH2:7][NH:1][CH2:2][C:3]2[CH:4]=[CH:5][CH:6]=[CH:11][C:10]/1=2. (3) Given the reactants [I:1][C:2]1[CH:3]=[C:4]([OH:8])[CH:5]=[CH:6][CH:7]=1.C(=O)([O-])[O-].[K+].[K+].Br[CH2:16][CH2:17][O:18][CH3:19], predict the reaction product. The product is: [I:1][C:2]1[CH:7]=[CH:6][CH:5]=[C:4]([O:8][CH2:16][CH2:17][O:18][CH3:19])[CH:3]=1. (4) Given the reactants CO[C:3](=[O:24])[C:4]1[CH:9]=[CH:8][C:7]([O:10][CH2:11][C:12]2[C:13]([C:18]3[CH:23]=[CH:22][CH:21]=[CH:20][N:19]=3)=[N:14][O:15][C:16]=2[CH3:17])=[N:6][CH:5]=1.[NH:25]1[CH2:30][CH2:29][S:28][CH2:27][CH2:26]1, predict the reaction product. The product is: [CH3:17][C:16]1[O:15][N:14]=[C:13]([C:18]2[CH:23]=[CH:22][CH:21]=[CH:20][N:19]=2)[C:12]=1[CH2:11][O:10][C:7]1[N:6]=[CH:5][C:4]([C:3]([N:25]2[CH2:30][CH2:29][S:28][CH2:27][CH2:26]2)=[O:24])=[CH:9][CH:8]=1. (5) Given the reactants [N:1]1[CH:2]=[CH:3][N:4]2[C:10]=1[C:9]1[CH:11]=[C:12]([NH2:15])[CH:13]=[CH:14][C:8]=1[CH2:7][CH2:6][CH2:5]2.Cl[C:17]1[N:22]=[C:21]([NH:23][C:24]2[CH:33]=[CH:32][C:31]([F:34])=[CH:30][C:25]=2[C:26]([NH:28][CH3:29])=[O:27])[C:20]([Cl:35])=[CH:19][N:18]=1, predict the reaction product. The product is: [Cl:35][C:20]1[C:21]([NH:23][C:24]2[CH:33]=[CH:32][C:31]([F:34])=[CH:30][C:25]=2[C:26]([NH:28][CH3:29])=[O:27])=[N:22][C:17]([NH:15][C:12]2[CH:13]=[CH:14][C:8]3[CH2:7][CH2:6][CH2:5][N:4]4[C:10](=[N:1][CH:2]=[CH:3]4)[C:9]=3[CH:11]=2)=[N:18][CH:19]=1.